This data is from Reaction yield outcomes from USPTO patents with 853,638 reactions. The task is: Predict the reaction yield, written as a fraction of the theoretical maximum amount of product (1.0 means a 100% yield; for example, 0.34 means a 34% yield). (1) The reactants are [C:1]([CH:5]1[CH2:10][CH2:9][CH:8]([CH2:11][C:12]2[CH:13]=[C:14]3[C:19](=[CH:20][CH:21]=2)[CH:18]=[C:17]([C@:22]2([CH3:28])[CH2:26][O:25]C(=O)[NH:23]2)[CH:16]=[CH:15]3)[CH2:7][CH2:6]1)([CH3:4])([CH3:3])[CH3:2].[OH-].[Li+].C(O)C.O. No catalyst specified. The product is [NH2:23][C@@:22]([C:17]1[CH:16]=[CH:15][C:14]2[C:19](=[CH:20][CH:21]=[C:12]([CH2:11][CH:8]3[CH2:7][CH2:6][CH:5]([C:1]([CH3:4])([CH3:3])[CH3:2])[CH2:10][CH2:9]3)[CH:13]=2)[CH:18]=1)([CH3:28])[CH2:26][OH:25]. The yield is 0.260. (2) The reactants are C([N-]C(C)C)(C)C.[Li+].[F:9][C:10]1[CH:17]=[CH:16][CH:15]=[C:14]([O:18][CH3:19])[C:11]=1[C:12]#[N:13].[C:20](=[O:22])=[O:21]. The catalyst is C1COCC1. The product is [C:12]([C:11]1[C:10]([F:9])=[C:17]([CH:16]=[CH:15][C:14]=1[O:18][CH3:19])[C:20]([OH:22])=[O:21])#[N:13]. The yield is 1.00. (3) The reactants are [Br:1][C:2]1[CH:3]=[C:4]([C:13]([F:16])([F:15])[F:14])[CH:5]=[C:6]2[C:11]=1[N:10]=[C:9]([CH3:12])[CH:8]=[CH:7]2.[Se]=O.[O:19]1CCOCC1. The catalyst is O. The product is [Br:1][C:2]1[CH:3]=[C:4]([C:13]([F:16])([F:14])[F:15])[CH:5]=[C:6]2[C:11]=1[N:10]=[C:9]([CH:12]=[O:19])[CH:8]=[CH:7]2. The yield is 0.660. (4) The reactants are [Br:1][CH:2]1[C:7](=O)[CH2:6][CH2:5][N:4](C(OC(C)(C)C)=O)[CH2:3]1.[C:16](=[S:24])([NH2:23])[C:17]1[CH:22]=[CH:21][CH:20]=[CH:19][CH:18]=1. The catalyst is CCOC(C)=O. The product is [BrH:1].[C:17]1([C:16]2[S:24][C:2]3[CH2:3][NH:4][CH2:5][CH2:6][C:7]=3[N:23]=2)[CH:22]=[CH:21][CH:20]=[CH:19][CH:18]=1. The yield is 0.780. (5) The reactants are [NH:1]1[C:9]2[C:4](=[CH:5][C:6]([C:10]3[C:18]4[C:13](=[N:14][CH:15]=[N:16][C:17]=4[NH2:19])[N:12]([CH3:20])[N:11]=3)=[CH:7][CH:8]=2)[CH2:3][CH2:2]1.[CH3:21][N:22]1[CH:26]=[CH:25][CH:24]=[C:23]1[CH2:27][C:28](O)=[O:29].CN(C(ON1N=NC2C=CC=NC1=2)=[N+](C)C)C.F[P-](F)(F)(F)(F)F.CCN(C(C)C)C(C)C. The catalyst is O. The product is [CH3:20][N:12]1[C:13]2=[N:14][CH:15]=[N:16][C:17]([NH2:19])=[C:18]2[C:10]([C:6]2[CH:5]=[C:4]3[C:9](=[CH:8][CH:7]=2)[N:1]([C:28](=[O:29])[CH2:27][C:23]2[N:22]([CH3:21])[CH:26]=[CH:25][CH:24]=2)[CH2:2][CH2:3]3)=[N:11]1. The yield is 0.452. (6) The reactants are F[C:2]1[CH:9]=[CH:8][C:5]([C:6]#[N:7])=[CH:4][C:3]=1[C:10]([C:12]1[CH:21]=[CH:20][C:19]2[C:14](=[CH:15][CH:16]=[C:17](O)[CH:18]=2)[CH:13]=1)=O.[OH2:23].[NH2:24][NH2:25]. The catalyst is C1(C)C=CC=CC=1. The product is [OH:23][C:17]1[CH:18]=[C:19]2[C:14](=[CH:15][CH:16]=1)[CH:13]=[C:12]([C:10]1[C:3]3[C:2](=[CH:9][CH:8]=[C:5]([C:6]#[N:7])[CH:4]=3)[NH:25][N:24]=1)[CH:21]=[CH:20]2. The yield is 0.680.